This data is from Retrosynthesis with 50K atom-mapped reactions and 10 reaction types from USPTO. The task is: Predict the reactants needed to synthesize the given product. (1) Given the product O=C(C=Cc1cccnc1)NCCCCN1CCC(c2c[nH]c3ccccc23)CC1, predict the reactants needed to synthesize it. The reactants are: NCCCCN1CCC(c2c[nH]c3ccccc23)CC1.O=C(O)C=Cc1cccnc1. (2) Given the product CC(CO)NC(=O)c1c(O)c2ncc(Cc3ccc(F)cc3)cc2n(CC(=O)N2CCOCC2)c1=O, predict the reactants needed to synthesize it. The reactants are: CC(N)CO.CCOC(=O)c1c(O)c2ncc(Cc3ccc(F)cc3)cc2n(CC(=O)N2CCOCC2)c1=O. (3) Given the product O=C1C(CCC(O)c2ccc(F)cc2)C(c2ccc(OCc3ccc(CBr)cc3)cc2)N1c1ccc(F)cc1, predict the reactants needed to synthesize it. The reactants are: BrCc1ccc(CBr)cc1.O=C1C(CCC(O)c2ccc(F)cc2)C(c2ccc(O)cc2)N1c1ccc(F)cc1. (4) Given the product CC(C)C[C@@H](C(=O)NN(CC(C)C)C(=O)C(F)(F)F)[C@H](C/C=C/c1ccccc1)C(=O)OC(C)(C)C, predict the reactants needed to synthesize it. The reactants are: CC(C)CNNC(=O)[C@H](CC(C)C)[C@H](C/C=C/c1ccccc1)C(=O)OC(C)(C)C.O=C(OC(=O)C(F)(F)F)C(F)(F)F. (5) Given the product CNC(=O)OCc1nccc(Nc2sc(-c3c(F)cc(C(C)(C)O)cc3F)cc2C(N)=O)n1, predict the reactants needed to synthesize it. The reactants are: CC(C)(O)c1cc(F)c(-c2cc(C(N)=O)c(N)s2)c(F)c1.CNC(=O)OCc1nccc(Cl)n1.